Dataset: Reaction yield outcomes from USPTO patents with 853,638 reactions. Task: Predict the reaction yield, written as a fraction of the theoretical maximum amount of product (1.0 means a 100% yield; for example, 0.34 means a 34% yield). (1) The reactants are [CH:1]([O:4][C:5]([N:7]1[CH2:12][CH2:11][CH:10]([O:13][C:14]2[C:19]([C:20]#[N:21])=[C:18]([NH:22][C:23]3[CH:28]=[CH:27][C:26](I)=[CH:25][C:24]=3[F:30])[N:17]=[CH:16][N:15]=2)[CH2:9][CH2:8]1)=[O:6])([CH3:3])[CH3:2].[CH:31]([NH2:34])([CH3:33])[CH3:32].N1CCC[C@H]1C(O)=O.C(=O)([O-])[O-].[K+].[K+]. The catalyst is CS(C)=O.[Cu](I)I. The product is [CH:1]([O:4][C:5]([N:7]1[CH2:12][CH2:11][CH:10]([O:13][C:14]2[C:19]([C:20]#[N:21])=[C:18]([NH:22][C:23]3[CH:28]=[CH:27][C:26]([NH:34][CH:31]([CH3:33])[CH3:32])=[CH:25][C:24]=3[F:30])[N:17]=[CH:16][N:15]=2)[CH2:9][CH2:8]1)=[O:6])([CH3:3])[CH3:2]. The yield is 0.230. (2) The reactants are Cl[C:2]1[N:3]=[N:4][C:5]([CH3:8])=[CH:6][CH:7]=1.[Cl:9][C:10]1[C:15](B(O)O)=[CH:14][CH:13]=[CH:12][N:11]=1.C([O-])([O-])=O.[Na+].[Na+]. The catalyst is O1CCOCC1.O.CCOC(C)=O.C1C=CC([P]([Pd]([P](C2C=CC=CC=2)(C2C=CC=CC=2)C2C=CC=CC=2)([P](C2C=CC=CC=2)(C2C=CC=CC=2)C2C=CC=CC=2)[P](C2C=CC=CC=2)(C2C=CC=CC=2)C2C=CC=CC=2)(C2C=CC=CC=2)C2C=CC=CC=2)=CC=1. The product is [Cl:9][C:10]1[C:15]([C:2]2[N:3]=[N:4][C:5]([CH3:8])=[CH:6][CH:7]=2)=[CH:14][CH:13]=[CH:12][N:11]=1. The yield is 0.290. (3) The reactants are [CH3:1][O:2][C:3]([C:5]1[S:6][C:7]2[CH:8]([N:20]=[N+]=[N-])[CH2:9][O:10][C:11]3[CH:18]=[CH:17][C:16]([Br:19])=[CH:15][C:12]=3[C:13]=2[N:14]=1)=[O:4].C1C=CC(P(C2C=CC=CC=2)C2C=CC=CC=2)=CC=1.[C:42](Cl)(=[O:44])[CH3:43]. The catalyst is C1COCC1.O. The product is [CH3:1][O:2][C:3]([C:5]1[S:6][C:7]2[CH:8]([NH:20][C:42](=[O:44])[CH3:43])[CH2:9][O:10][C:11]3[CH:18]=[CH:17][C:16]([Br:19])=[CH:15][C:12]=3[C:13]=2[N:14]=1)=[O:4]. The yield is 0.510.